From a dataset of Full USPTO retrosynthesis dataset with 1.9M reactions from patents (1976-2016). Predict the reactants needed to synthesize the given product. (1) Given the product [F:1][C:2]1[CH:7]=[CH:6][C:5]([NH:8][C:9]2[C:10]3[C:17]([CH3:18])=[C:16]([C:19]([NH2:21])=[O:20])[S:15][C:11]=3[N:12]=[CH:13][N:14]=2)=[C:4]([O:22][C@@H:23]2[CH2:28][CH2:27][CH2:26][N:25]([CH2:10][C:9]3[N:14]=[CH:31][O:32][N:8]=3)[CH2:24]2)[CH:3]=1, predict the reactants needed to synthesize it. The reactants are: [F:1][C:2]1[CH:7]=[CH:6][C:5]([NH:8][C:9]2[C:10]3[C:17]([CH3:18])=[C:16]([C:19]([NH2:21])=[O:20])[S:15][C:11]=3[N:12]=[CH:13][N:14]=2)=[C:4]([O:22][C@@H:23]2[CH2:28][CH2:27][CH2:26][NH:25][CH2:24]2)[CH:3]=1.FC(F)(F)[CH2:31][O:32]S(C(F)(F)F)(=O)=O. (2) The reactants are: [CH2:1]([O:3][C:4]([C:6]1([NH2:15])[CH2:14][C:13]2[C:8](=[CH:9][CH:10]=[CH:11][CH:12]=2)[CH2:7]1)=[O:5])[CH3:2].[CH3:16][C:17]1[C:25]([CH3:26])=[CH:24][CH:23]=[CH:22][C:18]=1[C:19](O)=[O:20].CN(C(ON1N=NC2C=CC=NC1=2)=[N+](C)C)C.F[P-](F)(F)(F)(F)F.CCN(C(C)C)C(C)C. Given the product [CH2:1]([O:3][C:4]([C:6]1([NH:15][C:19](=[O:20])[C:18]2[CH:22]=[CH:23][CH:24]=[C:25]([CH3:26])[C:17]=2[CH3:16])[CH2:14][C:13]2[C:8](=[CH:9][CH:10]=[CH:11][CH:12]=2)[CH2:7]1)=[O:5])[CH3:2], predict the reactants needed to synthesize it. (3) Given the product [F:31][C:32]1[CH:37]=[C:36]([NH:38][C:53]([O:55][C:56]2[CH:61]=[CH:60][CH:59]=[CH:58][CH:57]=2)=[O:54])[CH:35]=[CH:34][C:33]=1[O:39][C:2]1[CH:7]=[CH:6][N:5]=[C:4]2[CH:8]=[C:9]([C:11]3[N:16]=[CH:15][C:14]([CH2:17][N:18]4[CH2:23][CH2:22][N:21]([C:24]([O:26][C:27]([CH3:30])([CH3:29])[CH3:28])=[O:25])[CH2:20][CH2:19]4)=[CH:13][CH:12]=3)[S:10][C:3]=12, predict the reactants needed to synthesize it. The reactants are: Cl[C:2]1[CH:7]=[CH:6][N:5]=[C:4]2[CH:8]=[C:9]([C:11]3[N:16]=[CH:15][C:14]([CH2:17][N:18]4[CH2:23][CH2:22][N:21]([C:24]([O:26][C:27]([CH3:30])([CH3:29])[CH3:28])=[O:25])[CH2:20][CH2:19]4)=[CH:13][CH:12]=3)[S:10][C:3]=12.[F:31][C:32]1[CH:37]=[C:36]([NH2:38])[CH:35]=[CH:34][C:33]=1[OH:39].CC([O-])(C)C.[K+].N1C=CC=CC=1.Cl[C:53]([O:55][C:56]1[CH:61]=[CH:60][CH:59]=[CH:58][CH:57]=1)=[O:54]. (4) Given the product [S:8]1[CH:9]=[CH:10][C:6]2[CH:5]=[CH:4][C:3]([C:1]#[N:2])=[CH:14][C:7]1=2, predict the reactants needed to synthesize it. The reactants are: [C:1]([C:3]1[CH:4]=[CH:5][C:6]2[CH:10]=[C:9](C(O)=O)[S:8][C:7]=2[CH:14]=1)#[N:2].N12CCCN=C1CCCCC2.Cl. (5) Given the product [F:13][C:10]([F:11])([F:12])[C:6]1[CH:5]=[C:4]([C:2]([OH:3])([CH2:16][CH3:17])[CH3:1])[CH:9]=[CH:8][CH:7]=1, predict the reactants needed to synthesize it. The reactants are: [CH3:1][C:2]([C:4]1[CH:9]=[CH:8][CH:7]=[C:6]([C:10]([F:13])([F:12])[F:11])[CH:5]=1)=[O:3].[Na+].[Cl-].[CH3:16][C:17](O)(CC)/C=C/C1C=CC=CC=1. (6) Given the product [CH:1]1([N:5]2[CH2:6][CH2:7][C:8]3[CH:15]=[CH:14][C:13]([O:16][C:19]4[CH:20]=[CH:21][CH:22]=[CH:23][C:18]=4[F:17])=[CH:12][C:9]=3[CH2:10][CH2:11]2)[CH2:4][CH2:3][CH2:2]1, predict the reactants needed to synthesize it. The reactants are: [CH:1]1([N:5]2[CH2:11][CH2:10][C:9]3[CH:12]=[C:13]([OH:16])[CH:14]=[CH:15][C:8]=3[CH2:7][CH2:6]2)[CH2:4][CH2:3][CH2:2]1.[F:17][C:18]1[CH:23]=[CH:22][CH:21]=[CH:20][C:19]=1I. (7) Given the product [C:1]([N:4]1[CH2:9][C:8](=[O:10])[NH:7][CH:6]([CH2:11][C:12]2[CH:17]=[CH:16][CH:15]=[C:14]([O:18][CH3:19])[C:13]=2[O:20][CH3:21])[C:5]1=[O:22])(=[O:3])[CH3:2], predict the reactants needed to synthesize it. The reactants are: [C:1]([N:4]1[CH2:9][C:8](=[O:10])[NH:7][C:6](=[CH:11][C:12]2[CH:17]=[CH:16][CH:15]=[C:14]([O:18][CH3:19])[C:13]=2[O:20][CH3:21])[C:5]1=[O:22])(=[O:3])[CH3:2].O1CCCC1. (8) The reactants are: [C:1]([Si:3]([CH3:6])([CH3:5])[CH3:4])#[CH:2].C([Li])CCC.CCCCCC.CN(P(N(C)C)(N(C)C)=O)C.Br[CH2:30][CH2:31][CH2:32][C@H:33]1[CH2:37][O:36][C:35]([CH3:39])([CH3:38])[N:34]1[C:40]([O:42][C:43]([CH3:46])([CH3:45])[CH3:44])=[O:41]. Given the product [CH3:38][C:35]1([CH3:39])[N:34]([C:40]([O:42][C:43]([CH3:46])([CH3:45])[CH3:44])=[O:41])[C@@H:33]([CH2:32][CH2:31][CH2:30][C:2]#[C:1][Si:3]([CH3:6])([CH3:5])[CH3:4])[CH2:37][O:36]1, predict the reactants needed to synthesize it.